From a dataset of TCR-epitope binding with 47,182 pairs between 192 epitopes and 23,139 TCRs. Binary Classification. Given a T-cell receptor sequence (or CDR3 region) and an epitope sequence, predict whether binding occurs between them. (1) The TCR CDR3 sequence is CASSPQTGAVTEAFF. Result: 1 (the TCR binds to the epitope). The epitope is LLWNGPMAV. (2) The epitope is FLRGRAYGL. The TCR CDR3 sequence is CASSLAGTGQETQYF. Result: 0 (the TCR does not bind to the epitope). (3) The epitope is KLGGALQAK. Result: 1 (the TCR binds to the epitope). The TCR CDR3 sequence is CASSLHRGYLNEQFF. (4) The epitope is KLSYGIATV. The TCR CDR3 sequence is CASSLAGVSYEQYF. Result: 1 (the TCR binds to the epitope). (5) The epitope is ALLADKFPV. The TCR CDR3 sequence is CASSPGGGVLGTGELFF. Result: 0 (the TCR does not bind to the epitope).